Dataset: Full USPTO retrosynthesis dataset with 1.9M reactions from patents (1976-2016). Task: Predict the reactants needed to synthesize the given product. (1) Given the product [Br:1][C:2]1[CH:3]=[CH:4][CH:5]=[C:6]2[C:10]=1[N:9]([CH2:22][C:21]1[CH:24]=[CH:25][CH:26]=[C:19]([C:18]([F:17])([F:27])[F:28])[CH:20]=1)[CH:8]=[CH:7]2, predict the reactants needed to synthesize it. The reactants are: [Br:1][C:2]1[CH:3]=[CH:4][CH:5]=[C:6]2[C:10]=1[NH:9][CH:8]=[CH:7]2.[OH-].[K+].CS(C)=O.[F:17][C:18]([F:28])([F:27])[C:19]1[CH:20]=[C:21]([CH:24]=[CH:25][CH:26]=1)[CH2:22]Br. (2) Given the product [Cl:1][C:2]1[CH:10]=[C:9]([CH:8]=[CH:7][C:3]=1[C:4]([N:33]1[CH2:34][CH2:35][CH2:36][CH:32]1[C:27]1[CH:28]=[CH:29][CH:30]=[CH:31][N:26]=1)=[O:6])[C:11]([NH:13][CH:14]([C:16]1[NH:20][C:19]2[CH:21]=[CH:22][C:23]([Cl:25])=[CH:24][C:18]=2[N:17]=1)[CH3:15])=[O:12], predict the reactants needed to synthesize it. The reactants are: [Cl:1][C:2]1[CH:10]=[C:9]([C:11]([NH:13][CH:14]([C:16]2[NH:20][C:19]3[CH:21]=[CH:22][C:23]([Cl:25])=[CH:24][C:18]=3[N:17]=2)[CH3:15])=[O:12])[CH:8]=[CH:7][C:3]=1[C:4]([OH:6])=O.[N:26]1[CH:31]=[CH:30][CH:29]=[CH:28][C:27]=1[CH:32]1[CH2:36][CH2:35][CH2:34][NH:33]1.C(N(C(C)C)CC)(C)C.ClCl. (3) Given the product [C:1]([O:5][C:6](=[O:15])[N:7]([C:8]1[CH:13]=[C:12]([Br:14])[CH:11]=[CH:10][N:9]=1)[CH3:19])([CH3:4])([CH3:2])[CH3:3], predict the reactants needed to synthesize it. The reactants are: [C:1]([O:5][C:6](=[O:15])[NH:7][C:8]1[CH:13]=[C:12]([Br:14])[CH:11]=[CH:10][N:9]=1)([CH3:4])([CH3:3])[CH3:2].[H-].[Na+].I[CH3:19]. (4) Given the product [CH3:1][O:2][C:3](=[O:24])[C:4]1[CH:9]=[CH:8][C:7]([C:10]([CH2:11][CH3:12])([C:13]2[CH:18]=[CH:17][C:16]([O:19][S:27]([C:26]([F:39])([F:38])[F:25])(=[O:29])=[O:28])=[C:15]([CH3:20])[CH:14]=2)[CH2:21][CH3:22])=[CH:6][C:5]=1[CH3:23], predict the reactants needed to synthesize it. The reactants are: [CH3:1][O:2][C:3](=[O:24])[C:4]1[CH:9]=[CH:8][C:7]([C:10]([CH2:21][CH3:22])([C:13]2[CH:18]=[CH:17][C:16]([OH:19])=[C:15]([CH3:20])[CH:14]=2)[CH2:11][CH3:12])=[CH:6][C:5]=1[CH3:23].[F:25][C:26]([F:39])([F:38])[S:27](O[S:27]([C:26]([F:39])([F:38])[F:25])(=[O:29])=[O:28])(=[O:29])=[O:28]. (5) The reactants are: [C:1]([O:5][C:6]([N:8]1[C@@H:12]([CH2:13][C:14]([CH3:34])([CH3:33])[CH2:15][C:16]([N:18]2[C:27]3[C:22](=[CH:23][CH:24]=[CH:25][CH:26]=3)[CH2:21][CH:20]([NH:28][C:29]([O:31][CH3:32])=[O:30])[CH2:19]2)=[O:17])[CH2:11][O:10]C1(C)C)=[O:7])([CH3:4])([CH3:3])[CH3:2].O.C1(C)C=CC(S(O)(=O)=O)=CC=1. Given the product [CH3:32][O:31][C:29](=[O:30])[NH:28][CH:20]1[CH2:21][C:22]2[C:27](=[CH:26][CH:25]=[CH:24][CH:23]=2)[N:18]([C:16](=[O:17])[CH2:15][C:14]([CH3:34])([CH3:33])[CH2:13][C@H:12]([NH:8][C:6]([O:5][C:1]([CH3:2])([CH3:4])[CH3:3])=[O:7])[CH2:11][OH:10])[CH2:19]1, predict the reactants needed to synthesize it. (6) Given the product [Br:9][C:5]1[CH:6]=[C:7]([CH3:8])[C:2]([N:14]2[CH2:15][CH2:16][C@@H:12]([N:11]([CH3:17])[CH3:10])[CH2:13]2)=[N:3][CH:4]=1, predict the reactants needed to synthesize it. The reactants are: Br[C:2]1[C:7]([CH3:8])=[CH:6][C:5]([Br:9])=[CH:4][N:3]=1.[CH3:10][N:11]([CH3:17])[C@@H:12]1[CH2:16][CH2:15][NH:14][CH2:13]1.O.C1(C)C=CC(S(O)(=O)=O)=CC=1. (7) Given the product [C:19]1([C:25]2[N:26]=[C:27]([C:30]3([CH2:36][NH:37][C:11](=[O:13])[C:10]4[CH:14]=[CH:15][CH:16]=[C:8]([C:5]5[N:4]=[C:3]([C:2]([F:1])([F:18])[F:17])[O:7][N:6]=5)[CH:9]=4)[CH2:31][CH2:32][O:33][CH2:34][CH2:35]3)[S:28][CH:29]=2)[CH:20]=[CH:21][CH:22]=[CH:23][CH:24]=1, predict the reactants needed to synthesize it. The reactants are: [F:1][C:2]([F:18])([F:17])[C:3]1[O:7][N:6]=[C:5]([C:8]2[CH:9]=[C:10]([CH:14]=[CH:15][CH:16]=2)[C:11]([OH:13])=O)[N:4]=1.[C:19]1([C:25]2[N:26]=[C:27]([C:30]3([CH2:36][NH2:37])[CH2:35][CH2:34][O:33][CH2:32][CH2:31]3)[S:28][CH:29]=2)[CH:24]=[CH:23][CH:22]=[CH:21][CH:20]=1.CCN=C=NCCCN(C)C.